This data is from NCI-60 drug combinations with 297,098 pairs across 59 cell lines. The task is: Regression. Given two drug SMILES strings and cell line genomic features, predict the synergy score measuring deviation from expected non-interaction effect. (1) Drug 1: C1C(C(OC1N2C=NC(=NC2=O)N)CO)O. Drug 2: CC1C(C(CC(O1)OC2CC(CC3=C2C(=C4C(=C3O)C(=O)C5=CC=CC=C5C4=O)O)(C(=O)C)O)N)O. Cell line: NCIH23. Synergy scores: CSS=33.3, Synergy_ZIP=-2.99, Synergy_Bliss=-4.00, Synergy_Loewe=-38.1, Synergy_HSA=-2.66. (2) Drug 1: CN1C(=O)N2C=NC(=C2N=N1)C(=O)N. Drug 2: C1C(C(OC1N2C=NC(=NC2=O)N)CO)O. Cell line: OVCAR3. Synergy scores: CSS=6.84, Synergy_ZIP=-3.14, Synergy_Bliss=4.93, Synergy_Loewe=3.24, Synergy_HSA=5.44. (3) Drug 1: C1CCC(C1)C(CC#N)N2C=C(C=N2)C3=C4C=CNC4=NC=N3. Drug 2: C1C(C(OC1N2C=NC3=C(N=C(N=C32)Cl)N)CO)O. Cell line: BT-549. Synergy scores: CSS=14.4, Synergy_ZIP=-2.35, Synergy_Bliss=1.80, Synergy_Loewe=-31.3, Synergy_HSA=-1.04. (4) Drug 1: CC1=C(N=C(N=C1N)C(CC(=O)N)NCC(C(=O)N)N)C(=O)NC(C(C2=CN=CN2)OC3C(C(C(C(O3)CO)O)O)OC4C(C(C(C(O4)CO)O)OC(=O)N)O)C(=O)NC(C)C(C(C)C(=O)NC(C(C)O)C(=O)NCCC5=NC(=CS5)C6=NC(=CS6)C(=O)NCCC[S+](C)C)O. Drug 2: CC1CCCC2(C(O2)CC(NC(=O)CC(C(C(=O)C(C1O)C)(C)C)O)C(=CC3=CSC(=N3)C)C)C. Cell line: A498. Synergy scores: CSS=42.0, Synergy_ZIP=-4.13, Synergy_Bliss=-3.06, Synergy_Loewe=-4.48, Synergy_HSA=0.979. (5) Drug 1: COC1=CC(=CC(=C1O)OC)C2C3C(COC3=O)C(C4=CC5=C(C=C24)OCO5)OC6C(C(C7C(O6)COC(O7)C8=CC=CS8)O)O. Drug 2: CCCS(=O)(=O)NC1=C(C(=C(C=C1)F)C(=O)C2=CNC3=C2C=C(C=N3)C4=CC=C(C=C4)Cl)F. Cell line: HCT-15. Synergy scores: CSS=57.3, Synergy_ZIP=4.36, Synergy_Bliss=5.80, Synergy_Loewe=-32.5, Synergy_HSA=4.04. (6) Drug 1: C1=CC(=CC=C1CCCC(=O)O)N(CCCl)CCCl. Drug 2: CC(C1=C(C=CC(=C1Cl)F)Cl)OC2=C(N=CC(=C2)C3=CN(N=C3)C4CCNCC4)N. Cell line: SN12C. Synergy scores: CSS=15.8, Synergy_ZIP=-11.2, Synergy_Bliss=-7.92, Synergy_Loewe=-7.61, Synergy_HSA=-6.16. (7) Drug 1: C1=CN(C=N1)CC(O)(P(=O)(O)O)P(=O)(O)O. Drug 2: CN(CC1=CN=C2C(=N1)C(=NC(=N2)N)N)C3=CC=C(C=C3)C(=O)NC(CCC(=O)O)C(=O)O. Cell line: MDA-MB-435. Synergy scores: CSS=47.6, Synergy_ZIP=7.37, Synergy_Bliss=4.88, Synergy_Loewe=-33.8, Synergy_HSA=1.89. (8) Drug 1: C1=C(C(=O)NC(=O)N1)F. Drug 2: COC1=C2C(=CC3=C1OC=C3)C=CC(=O)O2. Cell line: UACC-257. Synergy scores: CSS=12.9, Synergy_ZIP=-3.84, Synergy_Bliss=-1.32, Synergy_Loewe=-2.64, Synergy_HSA=-1.99.